From a dataset of Forward reaction prediction with 1.9M reactions from USPTO patents (1976-2016). Predict the product of the given reaction. (1) The product is: [C:1]([O:4][C@H:5](/[CH:7]=[CH:8]\[C:9]([NH:11][C@@H:12]1[CH2:17][C@H:16]([CH3:18])[C@H:15]([CH2:19]/[CH:20]=[C:21](\[CH3:41])/[CH:22]=[CH:23]/[C@H:24]2[O:31][C@H:30]([CH2:32][NH:33][C:34](=[O:39])[NH2:35])[CH2:29][C@:26]3([O:28][CH2:27]3)[C@@H:25]2[OH:40])[O:14][C@@H:13]1[CH3:42])=[O:10])[CH3:6])(=[O:3])[CH3:2]. Given the reactants [C:1]([O:4][C@H:5](/[CH:7]=[CH:8]\[C:9]([NH:11][C@@H:12]1[CH2:17][C@H:16]([CH3:18])[C@H:15]([CH2:19]/[CH:20]=[C:21](\[CH3:41])/[CH:22]=[CH:23]/[C@H:24]2[O:31][C@H:30]([CH2:32][NH:33][C:34](=[O:39])[NH:35]CCC)[CH2:29][C@:26]3([O:28][CH2:27]3)[C@@H:25]2[OH:40])[O:14][C@@H:13]1[CH3:42])=[O:10])[CH3:6])(=[O:3])[CH3:2].C(N)CC, predict the reaction product. (2) Given the reactants [Br:1][C:2]1[C:3]([F:12])=[C:4]2[C:10]([NH2:11])=[CH:9][NH:8][C:5]2=[N:6][CH:7]=1.[CH2:13]([CH:15]([CH2:19][CH3:20])[C:16](Cl)=[O:17])[CH3:14].[Li+].[OH-].O, predict the reaction product. The product is: [Br:1][C:2]1[C:3]([F:12])=[C:4]2[C:10]([NH:11][C:16](=[O:17])[CH:15]([CH2:19][CH3:20])[CH2:13][CH3:14])=[CH:9][NH:8][C:5]2=[N:6][CH:7]=1. (3) Given the reactants [CH3:1][O:2][CH2:3][CH2:4][O:5][CH2:6][O:7][C:8]1[C:13]([C:14]2[CH:19]=[CH:18][CH:17]=[CH:16][CH:15]=2)=[CH:12][C:11](C=O)=[CH:10][C:9]=1[C:22]1[CH:27]=[CH:26][CH:25]=[CH:24][CH:23]=1.C1C=C(Cl)C=C(C(OO)=[O:36])C=1.[OH-].[K+], predict the reaction product. The product is: [CH3:1][O:2][CH2:3][CH2:4][O:5][CH2:6][O:7][C:8]1[C:13]([C:14]2[CH:19]=[CH:18][CH:17]=[CH:16][CH:15]=2)=[CH:12][C:11]([OH:36])=[CH:10][C:9]=1[C:22]1[CH:23]=[CH:24][CH:25]=[CH:26][CH:27]=1.